From a dataset of Forward reaction prediction with 1.9M reactions from USPTO patents (1976-2016). Predict the product of the given reaction. (1) Given the reactants [C:1]1([P:7](=[O:10])([OH:9])[OH:8])[CH:6]=[CH:5][CH:4]=[CH:3][CH:2]=1.[OH-].[Na+:12], predict the reaction product. The product is: [C:1]1([P:7](=[O:8])([O-:10])[O-:9])[CH:6]=[CH:5][CH:4]=[CH:3][CH:2]=1.[Na+:12].[Na+:12]. (2) Given the reactants [Br:1][C:2]1[CH:3]=[C:4]([OH:11])[C:5](=[CH:9][CH:10]=1)[C:6](O)=O.[NH2:12][C:13]1[CH:18]=[CH:17][CH:16]=[CH:15][C:14]=1[SH:19].C(=O)([O-])O.[Na+], predict the reaction product. The product is: [S:19]1[C:14]2[CH:15]=[CH:16][CH:17]=[CH:18][C:13]=2[N:12]=[C:6]1[C:5]1[CH:9]=[CH:10][C:2]([Br:1])=[CH:3][C:4]=1[OH:11]. (3) Given the reactants [N+:1]([C:4]1[CH:13]=[CH:12][CH:11]=[C:10]2[C:5]=1[C:6]([CH:15]=[CH2:16])=[CH:7][N+:8]([O-])=[CH:9]2)([O-:3])=[O:2].P(Cl)(Cl)([Cl:19])=O.[OH-].[Na+], predict the reaction product. The product is: [Cl:19][C:9]1[C:10]2[C:5](=[C:4]([N+:1]([O-:3])=[O:2])[CH:13]=[CH:12][CH:11]=2)[C:6]([CH:15]=[CH2:16])=[CH:7][N:8]=1.[Cl:19][C:7]1[N:8]=[CH:9][C:10]2[C:5]([C:6]=1[CH:15]=[CH2:16])=[C:4]([N+:1]([O-:3])=[O:2])[CH:13]=[CH:12][CH:11]=2.